Task: Predict the reactants needed to synthesize the given product.. Dataset: Full USPTO retrosynthesis dataset with 1.9M reactions from patents (1976-2016) (1) The reactants are: [I:1][C:2]1[CH:3]=[C:4]2[C:9](=[CH:10][CH:11]=1)[N:8]=[CH:7][N:6]=[C:5]2[CH:12]1[CH2:17][CH2:16][NH:15][CH2:14][CH2:13]1.[N+](C1C=CC([O:27][C:28](=O)[NH:29][C:30]2[CH:35]=[CH:34][C:33]([O:36][CH:37]([CH3:39])[CH3:38])=[CH:32][CH:31]=2)=CC=1)([O-])=O.CCN(C(C)C)C(C)C. Given the product [CH:37]([O:36][C:33]1[CH:34]=[CH:35][C:30]([NH:29][C:28]([N:15]2[CH2:16][CH2:17][CH:12]([C:5]3[C:4]4[C:9](=[CH:10][CH:11]=[C:2]([I:1])[CH:3]=4)[N:8]=[CH:7][N:6]=3)[CH2:13][CH2:14]2)=[O:27])=[CH:31][CH:32]=1)([CH3:39])[CH3:38], predict the reactants needed to synthesize it. (2) The reactants are: [CH3:1][C:2]1[CH:11]=[C:10]([N:12]2[CH2:16][CH2:15][CH:14]([C:17]3[CH:22]=[CH:21][CH:20]=[CH:19][CH:18]=3)[CH2:13]2)[C:9]2[C:4](=[CH:5][CH:6]=[C:7]([OH:23])[CH:8]=2)[N:3]=1.Br[CH2:25][C:26]1[CH:31]=[CH:30][C:29]([S:32]([CH3:35])(=[O:34])=[O:33])=[CH:28][CH:27]=1.C(=O)([O-])[O-].[Cs+].[Cs+]. Given the product [CH3:35][S:32]([C:29]1[CH:30]=[CH:31][C:26]([CH2:25][O:23][C:7]2[CH:8]=[C:9]3[C:4](=[CH:5][CH:6]=2)[N:3]=[C:2]([CH3:1])[CH:11]=[C:10]3[N:12]2[CH2:16][CH2:15][CH:14]([C:17]3[CH:22]=[CH:21][CH:20]=[CH:19][CH:18]=3)[CH2:13]2)=[CH:27][CH:28]=1)(=[O:33])=[O:34], predict the reactants needed to synthesize it. (3) Given the product [CH3:1][N:2]1[C:11]2[C:6](=[CH:7][C:8]([C:18]([F:20])([F:19])[F:21])=[C:9]([C:12]3[CH:13]=[N:14][N:15]([CH3:17])[CH:16]=3)[CH:10]=2)[N:5]([C:22]2[C:26]3[CH2:27][N:28]([C:44](=[O:46])[CH3:45])[CH2:29][CH2:30][C:25]=3[N:24]([CH:31]3[CH2:36][CH2:35][O:34][CH2:33][CH2:32]3)[N:23]=2)[CH2:4][CH2:3]1, predict the reactants needed to synthesize it. The reactants are: [CH3:1][N:2]1[C:11]2[C:6](=[CH:7][C:8]([C:18]([F:21])([F:20])[F:19])=[C:9]([C:12]3[CH:13]=[N:14][N:15]([CH3:17])[CH:16]=3)[CH:10]=2)[N:5]([C:22]2[C:26]3[CH2:27][NH:28][CH2:29][CH2:30][C:25]=3[N:24]([CH:31]3[CH2:36][CH2:35][O:34][CH2:33][CH2:32]3)[N:23]=2)[CH2:4][CH2:3]1.C(N(CC)CC)C.[C:44](OC(=O)C)(=[O:46])[CH3:45]. (4) Given the product [NH:13]1[C:21]2[C:16](=[CH:17][C:18]([CH2:22][C:23]([NH:7][C:6]3[CH:8]=[CH:9][CH:10]=[C:4]([S:3][C:2]([F:11])([F:1])[F:12])[CH:5]=3)=[O:24])=[CH:19][CH:20]=2)[CH:15]=[CH:14]1, predict the reactants needed to synthesize it. The reactants are: [F:1][C:2]([F:12])([F:11])[S:3][C:4]1[CH:5]=[C:6]([CH:8]=[CH:9][CH:10]=1)[NH2:7].[NH:13]1[C:21]2[C:16](=[CH:17][C:18]([CH2:22][C:23](O)=[O:24])=[CH:19][CH:20]=2)[CH:15]=[CH:14]1.N. (5) Given the product [NH:6]1[C:5]2[C:8](=[CH:13][CH:12]=[CH:3][CH:4]=2)[CH2:9][NH:10]1, predict the reactants needed to synthesize it. The reactants are: BrC1[CH:3]=[C:4]2[NH:10][C:9](=O)[C:8]3([CH2:13][CH2:12]3)[C:5]2=[N:6]C=1.[H-].[H-].[H-].[H-].[Li+].[Al+3]. (6) Given the product [Br:1][C:2]1[C:3]([N:22]2[CH2:27][CH2:26][CH2:25][C@@H:24]([NH:28][C:29](=[O:35])[O:30][C:31]([CH3:33])([CH3:32])[CH3:34])[CH2:23]2)=[C:4]2[C:10]([NH:11][C:12](=[O:20])[C:13]3[CH:18]=[CH:17][C:16]([CH3:19])=[N:15][CH:14]=3)=[CH:9][NH:8][C:5]2=[N:6][CH:7]=1, predict the reactants needed to synthesize it. The reactants are: [Br:1][C:2]1[C:3](F)=[C:4]2[C:10]([NH:11][C:12](=[O:20])[C:13]3[CH:18]=[CH:17][C:16]([CH3:19])=[N:15][CH:14]=3)=[CH:9][NH:8][C:5]2=[N:6][CH:7]=1.[NH:22]1[CH2:27][CH2:26][CH2:25][C@@H:24]([NH:28][C:29](=[O:35])[O:30][C:31]([CH3:34])([CH3:33])[CH3:32])[CH2:23]1. (7) Given the product [F:1][C:2]1[C:7](=[O:8])[N:6]([CH3:9])[C:5]([CH2:10][C:11]([N:23]2[C:24]3[C:29](=[CH:28][CH:27]=[CH:26][CH:25]=3)[CH2:30][C@@H:22]2[CH3:21])=[O:13])=[N:4][C:3]=1[N:14]1[CH2:19][CH2:18][O:17][CH2:16][CH2:15]1, predict the reactants needed to synthesize it. The reactants are: [F:1][C:2]1[C:7](=[O:8])[N:6]([CH3:9])[C:5]([CH2:10][C:11]([O-:13])=O)=[N:4][C:3]=1[N:14]1[CH2:19][CH2:18][O:17][CH2:16][CH2:15]1.[Na+].[CH3:21][C@H:22]1[CH2:30][C:29]2[C:24](=[CH:25][CH:26]=[CH:27][CH:28]=2)[NH:23]1. (8) Given the product [Br:3][C:4]1[CH:5]=[C:6]([C:10]2([C:12]3[CH:17]=[CH:16][C:15]([O:18][CH3:19])=[C:14]([C:20]([F:21])([F:22])[F:23])[CH:13]=3)[CH2:11][O:28][C:29]([NH2:33])=[N:24]2)[CH:7]=[CH:8][CH:9]=1, predict the reactants needed to synthesize it. The reactants are: II.[Br:3][C:4]1[CH:5]=[C:6]([C:10]([C:12]2[CH:17]=[CH:16][C:15]([O:18][CH3:19])=[C:14]([C:20]([F:23])([F:22])[F:21])[CH:13]=2)=[CH2:11])[CH:7]=[CH:8][CH:9]=1.[NH3:24].C([O:28][CH2:29]C)(=O)C.C(#[N:33])C. (9) The reactants are: [Cl:1][C:2]1[CH:9]=[CH:8][CH:7]=[C:6]([F:10])[C:3]=1[CH2:4]Br.[CH3:11][O:12][C:13]1[CH:14]=[C:15]([C:21]([C:24]2[N:28]([C:29]3[CH:34]=[CH:33][C:32]([F:35])=[CH:31][CH:30]=3)[C:27](=[S:36])[NH:26][CH:25]=2)([CH3:23])[CH3:22])[CH:16]=[CH:17][C:18]=1[O:19][CH3:20]. Given the product [Cl:1][C:2]1[CH:9]=[CH:8][CH:7]=[C:6]([F:10])[C:3]=1[CH2:4][S:36][C:27]1[N:28]([C:29]2[CH:30]=[CH:31][C:32]([F:35])=[CH:33][CH:34]=2)[C:24]([C:21]([C:15]2[CH:16]=[CH:17][C:18]([O:19][CH3:20])=[C:13]([O:12][CH3:11])[CH:14]=2)([CH3:23])[CH3:22])=[CH:25][N:26]=1, predict the reactants needed to synthesize it.